This data is from Forward reaction prediction with 1.9M reactions from USPTO patents (1976-2016). The task is: Predict the product of the given reaction. (1) Given the reactants [Cl:1][C:2]1[CH:18]=[CH:17][C:5]([O:6][C:7]2[CH:12]=[CH:11][C:10]([CH2:13][C:14]([OH:16])=[O:15])=[CH:9][CH:8]=2)=[CH:4][CH:3]=1.S(Cl)(Cl)=O.[CH3:23]O, predict the reaction product. The product is: [CH3:23][O:15][C:14](=[O:16])[CH2:13][C:10]1[CH:11]=[CH:12][C:7]([O:6][C:5]2[CH:4]=[CH:3][C:2]([Cl:1])=[CH:18][CH:17]=2)=[CH:8][CH:9]=1. (2) The product is: [C:21]([O:25][C:26]([N:28]1[CH2:33][CH2:32][CH:31]([CH2:34][N:7]2[CH2:8][CH2:9][N:5]([CH2:4][CH2:3][CH2:2][OH:1])[C:6]2=[C:10]([C:11]#[N:12])[C:13]#[N:14])[CH2:30][CH2:29]1)=[O:27])([CH3:24])([CH3:22])[CH3:23]. Given the reactants [OH:1][CH2:2][CH2:3][CH2:4][N:5]1[CH2:9][CH2:8][NH:7][C:6]1=[C:10]([C:13]#[N:14])[C:11]#[N:12].C(=O)([O-])[O-].[K+].[K+].[C:21]([O:25][C:26]([N:28]1[CH2:33][CH2:32][CH:31]([CH2:34]OS(C)(=O)=O)[CH2:30][CH2:29]1)=[O:27])([CH3:24])([CH3:23])[CH3:22].O, predict the reaction product. (3) Given the reactants Cl.C(N=C=NCCCN(C)C)C.[NH2:13][C:14]1[C:27]2[C:18](=[CH:19][C:20]3[C:25]([CH:26]=2)=[CH:24][CH:23]=[CH:22][CH:21]=3)[CH:17]=[CH:16][CH:15]=1.C(OC([NH:35][C:36]([NH:38][C:39]1[S:40][CH:41]=[C:42]([C:44](O)=[O:45])[N:43]=1)=[NH:37])=O)(C)(C)C, predict the reaction product. The product is: [NH2:37][C:36]([NH:38][C:39]1[S:40][CH:41]=[C:42]([C:44]([NH:13][C:14]2[C:27]3[C:18](=[CH:19][C:20]4[C:25]([CH:26]=3)=[CH:24][CH:23]=[CH:22][CH:21]=4)[CH:17]=[CH:16][CH:15]=2)=[O:45])[N:43]=1)=[NH:35]. (4) Given the reactants [NH:1]1[CH2:6][CH2:5][CH:4]([CH2:7][NH:8][C:9]([C:11]2[CH:15]=[N:14][N:13]([CH2:16][C:17]3[CH:22]=[CH:21][C:20]([S:23](=[O:26])(=[O:25])[NH2:24])=[CH:19][CH:18]=3)[N:12]=2)=[O:10])[CH2:3][CH2:2]1.[CH2:27](Br)[C:28]1[CH:33]=[CH:32][CH:31]=[CH:30][CH:29]=1.C(=O)([O-])[O-].[K+].[K+], predict the reaction product. The product is: [CH2:27]([N:1]1[CH2:6][CH2:5][CH:4]([CH2:7][NH:8][C:9]([C:11]2[CH:15]=[N:14][N:13]([CH2:16][C:17]3[CH:22]=[CH:21][C:20]([S:23](=[O:25])(=[O:26])[NH2:24])=[CH:19][CH:18]=3)[N:12]=2)=[O:10])[CH2:3][CH2:2]1)[C:28]1[CH:33]=[CH:32][CH:31]=[CH:30][CH:29]=1. (5) Given the reactants OOS([O-])=O.[K+].[NH2:7][C:8]1[CH:9]=[C:10]([CH2:14][CH2:15][CH2:16][CH2:17][CH2:18][CH2:19][C:20]([OH:22])=[O:21])[CH:11]=[CH:12][CH:13]=1.[OH-:23].[Na+].C([O-])(O)=[O:26].[Na+], predict the reaction product. The product is: [N+:7]([C:8]1[CH:9]=[C:10]([CH2:14][CH2:15][CH2:16][CH2:17][CH2:18][CH2:19][C:20]([OH:22])=[O:21])[CH:11]=[CH:12][CH:13]=1)([O-:26])=[O:23]. (6) Given the reactants Cl.[OH:2][C@@H:3]1[CH2:6][C@H:5]([C:7]2[CH:12]=[CH:11][C:10]([C:13]3[CH:18]=[CH:17][N:16]([CH2:19][CH2:20][C@@:21]([CH3:36])([S:32]([CH3:35])(=[O:34])=[O:33])[C:22]([NH:24][O:25]C4CCCCO4)=[O:23])[C:15](=[O:37])[CH:14]=3)=[CH:9][CH:8]=2)[CH2:4]1, predict the reaction product. The product is: [OH:25][NH:24][C:22](=[O:23])[C@:21]([CH3:36])([S:32]([CH3:35])(=[O:34])=[O:33])[CH2:20][CH2:19][N:16]1[CH:17]=[CH:18][C:13]([C:10]2[CH:11]=[CH:12][C:7]([C@H:5]3[CH2:4][C@@H:3]([OH:2])[CH2:6]3)=[CH:8][CH:9]=2)=[CH:14][C:15]1=[O:37]. (7) The product is: [CH:11]([N:8]1[CH:9]=[CH:10][C:6]([CH2:4][OH:3])=[N:7]1)([CH3:13])[CH3:12]. Given the reactants C([O:3][C:4]([C:6]1[CH:10]=[CH:9][N:8]([CH:11]([CH3:13])[CH3:12])[N:7]=1)=O)C.[H-].[H-].[H-].[H-].[Li+].[Al+3].O.[OH-].[Na+], predict the reaction product. (8) Given the reactants [NH2:1][C:2]1[O:6][N:5]=[C:4]([CH2:7][CH3:8])[C:3]=1[CH3:9].C(N(CC)CC)C.Cl[C:18]([O:20][C:21]1[CH:26]=[CH:25][CH:24]=[CH:23][CH:22]=1)=[O:19], predict the reaction product. The product is: [C:21]1([O:20][C:18](=[O:19])[NH:1][C:2]2[O:6][N:5]=[C:4]([CH2:7][CH3:8])[C:3]=2[CH3:9])[CH:26]=[CH:25][CH:24]=[CH:23][CH:22]=1. (9) Given the reactants [N+:1]([C:4]1[CH:9]=[CH:8][C:7]([C:10]2[S:11][CH:12]=[CH:13][CH:14]=2)=[CH:6][C:5]=1[NH:15][C:16]([O:18][CH2:19][CH:20]1[CH2:23][N:22](C(OC(C)(C)C)=O)[CH2:21]1)=[O:17])([O-:3])=[O:2].C(O)(C(F)(F)F)=O, predict the reaction product. The product is: [N+:1]([C:4]1[CH:9]=[CH:8][C:7]([C:10]2[S:11][CH:12]=[CH:13][CH:14]=2)=[CH:6][C:5]=1[NH:15][C:16](=[O:17])[O:18][CH2:19][CH:20]1[CH2:21][NH:22][CH2:23]1)([O-:3])=[O:2].